From a dataset of Full USPTO retrosynthesis dataset with 1.9M reactions from patents (1976-2016). Predict the reactants needed to synthesize the given product. (1) The reactants are: [CH3:1][O:2][CH2:3][CH2:4][CH2:5][C:6]1[CH:7]=[CH:8][C:9]([C:18]#[C:19][Si](C)(C)C)=[C:10]([CH2:12][CH2:13][NH:14][C:15](=[O:17])[CH3:16])[CH:11]=1.C1C(=O)N([Br:31])C(=O)C1. Given the product [Br:31][C:19]#[C:18][C:9]1[CH:8]=[CH:7][C:6]([CH2:5][CH2:4][CH2:3][O:2][CH3:1])=[CH:11][C:10]=1[CH2:12][CH2:13][NH:14][C:15](=[O:17])[CH3:16], predict the reactants needed to synthesize it. (2) Given the product [OH:4][C@H:5]1[CH2:22][CH2:21][C@@:20]2([CH3:23])[C@@H:7]([CH2:8][CH2:9][C@:10]3([CH3:50])[C@@H:19]2[CH2:18][CH2:17][C@H:16]2[C@@:11]3([CH3:49])[CH2:12][CH2:13][C:14]3([C:30]([N:32]4[CH:33]5[CH2:39][CH2:38][CH:37]4[CH2:36][CH:35]([N:40]4[C:44]([CH3:45])=[N:43][N:42]=[C:41]4[CH:46]([CH3:47])[CH3:48])[CH2:34]5)=[O:31])[CH2:26][CH2:25][C@@H:24]([C:27]([CH3:29])=[CH2:28])[C@@H:15]32)[C:6]1([CH3:51])[CH3:52], predict the reactants needed to synthesize it. The reactants are: C([O:4][C@H:5]1[CH2:22][CH2:21][C@@:20]2([CH3:23])[C@@H:7]([CH2:8][CH2:9][C@:10]3([CH3:50])[C@@H:19]2[CH2:18][CH2:17][C@H:16]2[C@@:11]3([CH3:49])[CH2:12][CH2:13][C:14]3([C:30]([N:32]4[CH:37]5[CH2:38][CH2:39][CH:33]4[CH2:34][CH:35]([N:40]4[C:44]([CH3:45])=[N:43][N:42]=[C:41]4[CH:46]([CH3:48])[CH3:47])[CH2:36]5)=[O:31])[CH2:26][CH2:25][C@@H:24]([C:27]([CH3:29])=[CH2:28])[C@@H:15]32)[C:6]1([CH3:52])[CH3:51])(=O)C.C1COCC1.[OH-].[Na+]. (3) Given the product [C:3]1([CH2:9][O:10][C:11]([C:13]2([NH:19][C:20]([N:22]3[CH2:26][CH2:25][N:24]([CH3:28])[C:23]3=[O:27])=[O:21])[CH2:18][CH2:17][CH2:16][CH2:15][CH2:14]2)=[O:12])[CH:8]=[CH:7][CH:6]=[CH:5][CH:4]=1, predict the reactants needed to synthesize it. The reactants are: CI.[C:3]1([CH2:9][O:10][C:11]([C:13]2([NH:19][C:20]([N:22]3[CH2:26][CH2:25][NH:24][C:23]3=[O:27])=[O:21])[CH2:18][CH2:17][CH2:16][CH2:15][CH2:14]2)=[O:12])[CH:8]=[CH:7][CH:6]=[CH:5][CH:4]=1.[C:28](=O)([O-])[O-].[K+].[K+].